From a dataset of Forward reaction prediction with 1.9M reactions from USPTO patents (1976-2016). Predict the product of the given reaction. (1) Given the reactants [C:1]([O:5][C:6]([CH:8]1[CH2:13][CH2:12][N:11]([C:14]2[C:24]([C:25]#[N:26])=[CH:23][C:17]([C:18]([O:20][CH2:21][CH3:22])=[O:19])=[C:16]([O:27]S(C(F)(F)F)(=O)=O)[N:15]=2)[CH2:10][CH2:9]1)=[O:7])([CH3:4])([CH3:3])[CH3:2].[C:35]([CH2:38][CH2:39][CH2:40]O)(=[O:37])[CH3:36], predict the reaction product. The product is: [C:1]([O:5][C:6]([CH:8]1[CH2:13][CH2:12][N:11]([C:14]2[C:24]([C:25]#[N:26])=[CH:23][C:17]([C:18]([O:20][CH2:21][CH3:22])=[O:19])=[C:16]([O:27][CH2:40][CH2:39][CH2:38][C:35](=[O:37])[CH3:36])[N:15]=2)[CH2:10][CH2:9]1)=[O:7])([CH3:4])([CH3:3])[CH3:2]. (2) Given the reactants [C:1]([O:5][C:6]([N:8]1[CH2:12][CH:11]([OH:13])[CH2:10][CH:9]1[C:14](=[O:26])[NH:15][C:16]1([C:21]([O:23][CH2:24][CH3:25])=[O:22])[CH2:18][CH:17]1[CH:19]=[CH2:20])=[O:7])([CH3:4])([CH3:3])[CH3:2].[N+:27]([C:30]1[CH:38]=[CH:37][C:33]([C:34](O)=[O:35])=[CH:32][CH:31]=1)([O-:29])=[O:28].C1C=CC(P(C2C=CC=CC=2)C2C=CC=CC=2)=CC=1, predict the reaction product. The product is: [C:1]([O:5][C:6]([N:8]1[CH2:12][CH:11]([O:13][C:34](=[O:35])[C:33]2[CH:32]=[CH:31][C:30]([N+:27]([O-:29])=[O:28])=[CH:38][CH:37]=2)[CH2:10][CH:9]1[C:14](=[O:26])[NH:15][C:16]1([C:21]([O:23][CH2:24][CH3:25])=[O:22])[CH2:18][CH:17]1[CH:19]=[CH2:20])=[O:7])([CH3:4])([CH3:2])[CH3:3]. (3) Given the reactants [F:1][C:2]1[CH:7]=[CH:6][C:5]([CH2:8][C:9]2[CH:18]=[C:17]3[C:12]([C:13]([OH:25])=[C:14]([C:20]([O:22][CH2:23][CH3:24])=[O:21])[C:15](=[O:19])[NH:16]3)=[N:11][CH:10]=2)=[CH:4][CH:3]=1.FC(F)(F)S(O[CH2:32][C:33]([F:36])([F:35])[F:34])(=O)=O, predict the reaction product. The product is: [F:1][C:2]1[CH:7]=[CH:6][C:5]([CH2:8][C:9]2[CH:18]=[C:17]3[C:12]([C:13]([OH:25])=[C:14]([C:20]([O:22][CH2:23][CH3:24])=[O:21])[C:15](=[O:19])[N:16]3[CH2:32][C:33]([F:36])([F:35])[F:34])=[N:11][CH:10]=2)=[CH:4][CH:3]=1. (4) Given the reactants C([O:3][C:4](=[O:34])[CH2:5][CH2:6][CH2:7][CH2:8][N:9]1[CH2:17][CH2:16][N:15]([CH2:18][C:19]([O:21]C(C)(C)C)=[O:20])[CH2:14][CH2:13][N:12]([CH2:26][C:27]([O:29]C(C)(C)C)=[O:28])[CH2:11][CH2:10]1)C.[Li+].[OH-], predict the reaction product. The product is: [C:19]([CH2:18][N:15]1[CH2:14][CH2:13][N:12]([CH2:26][C:27]([OH:29])=[O:28])[CH2:11][CH2:10][N:9]([CH2:8][CH2:7][CH2:6][CH2:5][C:4]([OH:34])=[O:3])[CH2:17][CH2:16]1)([OH:21])=[O:20].